Task: Predict the product of the given reaction.. Dataset: Forward reaction prediction with 1.9M reactions from USPTO patents (1976-2016) (1) The product is: [CH:1]1([CH2:5][O:6][C:7]2[C:15]3[C:10](=[N:11][CH:12]=[C:13]([NH:16][C:17](=[O:33])[C:18]4[C:23]([F:24])=[CH:22][CH:21]=[C:20]([NH:25][S:26]([CH2:29][CH2:30][CH3:31])(=[O:27])=[O:28])[C:19]=4[F:32])[CH:14]=3)[NH:9][N:8]=2)[CH2:4][CH2:3][CH2:2]1. Given the reactants [CH:1]1([CH2:5][O:6][C:7]2[C:15]3[C:10](=[N:11][CH:12]=[C:13]([NH:16][C:17](=[O:33])[C:18]4[C:23]([F:24])=[CH:22][CH:21]=[C:20]([NH:25][S:26]([CH2:29][CH2:30][CH3:31])(=[O:28])=[O:27])[C:19]=4[F:32])[CH:14]=3)[N:9](CC3C=CC(OC)=CC=3)[N:8]=2)[CH2:4][CH2:3][CH2:2]1, predict the reaction product. (2) Given the reactants C([O-])=O.[NH4+].C([N:12]1[CH2:17][CH2:16][C:15]2([C:25]3[C:20](=[CH:21][CH:22]=[CH:23][C:24]=3[CH2:26][NH:27][CH:28]([CH3:30])[CH3:29])[N:19]([C:31]3[C:32]4[C@H:39]([CH3:40])[CH2:38][CH2:37][C:33]=4[N:34]=[CH:35][N:36]=3)[CH2:18]2)[CH2:14][CH2:13]1)C1C=CC=CC=1.[ClH:41], predict the reaction product. The product is: [ClH:41].[ClH:41].[ClH:41].[CH3:40][C@H:39]1[C:32]2[C:31]([N:19]3[C:20]4[C:25](=[C:24]([CH2:26][NH:27][CH:28]([CH3:30])[CH3:29])[CH:23]=[CH:22][CH:21]=4)[C:15]4([CH2:16][CH2:17][NH:12][CH2:13][CH2:14]4)[CH2:18]3)=[N:36][CH:35]=[N:34][C:33]=2[CH2:37][CH2:38]1.